From a dataset of Full USPTO retrosynthesis dataset with 1.9M reactions from patents (1976-2016). Predict the reactants needed to synthesize the given product. Given the product [C:1]([O:5][C:6]([N:8]1[CH2:13][CH2:12][N:11]2[C:14]([CH2:17][CH3:18])=[N:15][C:16]([Cl:33])=[C:10]2[CH:9]1[CH2:19][CH2:20][C:21]1[CH:22]=[CH:23][C:24]([O:27][C:28]([F:29])([F:30])[F:31])=[CH:25][CH:26]=1)=[O:7])([CH3:2])([CH3:3])[CH3:4], predict the reactants needed to synthesize it. The reactants are: [C:1]([O:5][C:6]([N:8]1[CH2:13][CH2:12][N:11]2[C:14]([CH2:17][CH3:18])=[N:15][CH:16]=[C:10]2[CH:9]1[CH2:19][CH2:20][C:21]1[CH:26]=[CH:25][C:24]([O:27][C:28]([F:31])([F:30])[F:29])=[CH:23][CH:22]=1)=[O:7])([CH3:4])([CH3:3])[CH3:2].C(Cl)[Cl:33].CO.